From a dataset of Full USPTO retrosynthesis dataset with 1.9M reactions from patents (1976-2016). Predict the reactants needed to synthesize the given product. (1) Given the product [Cl:30][C:31]1[CH:36]=[CH:35][C:34]([C:2]2[C:11]3[C:6](=[CH:7][C:8]([S:12]([N:15]([CH2:21][C:22]4[CH:27]=[CH:26][C:25]([O:28][CH3:29])=[CH:24][CH:23]=4)[C:16]4[S:17][CH:18]=[CH:19][N:20]=4)(=[O:14])=[O:13])=[CH:9][CH:10]=3)[CH:5]=[CH:4][N:3]=2)=[C:33]([OH:40])[CH:32]=1, predict the reactants needed to synthesize it. The reactants are: Cl[C:2]1[C:11]2[C:6](=[CH:7][C:8]([S:12]([N:15]([CH2:21][C:22]3[CH:27]=[CH:26][C:25]([O:28][CH3:29])=[CH:24][CH:23]=3)[C:16]3[S:17][CH:18]=[CH:19][N:20]=3)(=[O:14])=[O:13])=[CH:9][CH:10]=2)[CH:5]=[CH:4][N:3]=1.[Cl:30][C:31]1[CH:36]=[CH:35][C:34](B(O)O)=[C:33]([OH:40])[CH:32]=1.C(=O)([O-])[O-].[K+].[K+].O1CCOCC1. (2) Given the product [Cl:1][CH2:2][C:3]([O:5]/[N:6]=[C:7](\[NH2:15])/[C:8]1[CH:13]=[CH:12][CH:11]=[CH:10][CH:9]=1)=[O:4], predict the reactants needed to synthesize it. The reactants are: [Cl:1][CH2:2][C:3]([O:5]/[N:6]=[C:7](\[NH2:15])/[C:8]1[CH:13]=[CH:12][C:11](C)=[CH:10][CH:9]=1)=[O:4].ClC1C=CC(C(NO)=N)=CC=1.ClCC(Cl)=O. (3) Given the product [F:19][C:5]1[CH:6]=[C:7]([NH:10][C:11]([C:13]2[CH:18]=[CH:17][CH:16]=[CH:15][N:14]=2)=[O:12])[CH:8]=[CH:9][C:4]=1[C:27](=[O:31])[C:26]([CH2:30][CH2:29][OH:28])=[CH2:25], predict the reactants needed to synthesize it. The reactants are: [H-].[Na+].Br[C:4]1[CH:9]=[CH:8][C:7]([NH:10][C:11]([C:13]2[CH:18]=[CH:17][CH:16]=[CH:15][N:14]=2)=[O:12])=[CH:6][C:5]=1[F:19].C([Li])CCC.[CH2:25]=[C:26]1[CH2:30][CH2:29][O:28][C:27]1=[O:31].C(=O)(O)[O-].[Na+]. (4) The reactants are: [Cl-].[Li+].[CH:3]([Mg]Cl)=[CH2:4].[C:7]1(=[CH:10][C:11]([O:13][CH2:14][CH3:15])=[O:12])[CH2:9][CH2:8]1. Given the product [CH:3]([C:7]1([CH2:10][C:11]([O:13][CH2:14][CH3:15])=[O:12])[CH2:9][CH2:8]1)=[CH2:4], predict the reactants needed to synthesize it. (5) Given the product [Br:1][C:2]1[C:7]([CH3:8])=[CH:6][C:5]([O:9][Si:20]([C:17]([CH3:19])([CH3:18])[CH3:16])([CH3:22])[CH3:21])=[CH:4][C:3]=1[CH3:10], predict the reactants needed to synthesize it. The reactants are: [Br:1][C:2]1[C:7]([CH3:8])=[CH:6][C:5]([OH:9])=[CH:4][C:3]=1[CH3:10].N1C=CN=C1.[CH3:16][C:17]([Si:20](Cl)([CH3:22])[CH3:21])([CH3:19])[CH3:18]. (6) Given the product [Cl:1][C:4]1[CH:3]=[C:8]([N:9]2[C:14](=[O:15])[CH2:13][C:12](=[O:20])[NH:10]2)[CH:7]=[CH:6][C:5]=1[CH3:11], predict the reactants needed to synthesize it. The reactants are: [ClH:1].Cl[C:3]1[CH:4]=[C:5]([CH3:11])[CH:6]=[CH:7][C:8]=1[NH:9][NH2:10].[C:12]([O:20]CC)(=O)[CH2:13][C:14](OCC)=[O:15].[O-]CC.[Na+]. (7) Given the product [Cl:32][C:29]1[CH:30]=[CH:31][C:26]([C:25]2[S:24](=[O:34])(=[O:33])[NH:23][C:22]([CH3:36])([CH3:35])[C:21]=2[CH2:20][NH:18][CH3:14])=[CH:27][CH:28]=1, predict the reactants needed to synthesize it. The reactants are: ClC1C=CC(CS(Cl)(=O)=O)=CC=1.C[C:14]([NH2:18])(C#C)C.Br[CH2:20][C:21]1[C:22]([CH3:36])([CH3:35])[NH:23][S:24](=[O:34])(=[O:33])[C:25]=1[C:26]1[CH:31]=[CH:30][C:29]([Cl:32])=[CH:28][CH:27]=1.C(N)C.CN. (8) Given the product [CH3:1][N:2]([C:10]1[CH:18]=[CH:17][CH:16]=[CH:15][C:11]=1[C:12]([OH:14])=[O:13])[C:3]1[CH:8]=[CH:7][CH:6]=[CH:5][CH:4]=1, predict the reactants needed to synthesize it. The reactants are: [CH3:1][NH:2][C:3]1[CH:8]=[CH:7][CH:6]=[CH:5][CH:4]=1.F[C:10]1[CH:18]=[CH:17][CH:16]=[CH:15][C:11]=1[C:12]([OH:14])=[O:13].[NH2-].[Li+].